From a dataset of Catalyst prediction with 721,799 reactions and 888 catalyst types from USPTO. Predict which catalyst facilitates the given reaction. (1) Reactant: Br[CH2:2][C:3]([C:5]1[CH:10]=[CH:9][C:8]([F:11])=[CH:7][CH:6]=1)=[O:4].C([O-])=[O:13].[Na+]. Product: [F:11][C:8]1[CH:9]=[CH:10][C:5]([C:3](=[O:4])[CH2:2][OH:13])=[CH:6][CH:7]=1. The catalyst class is: 40. (2) Reactant: [C:1](O)([C:3](F)(F)F)=[O:2].N1C2C(=NC=CC=2)N(N2C(/C=[C:23]3\[C:24](=[O:33])[NH:25][C:26]4[C:31]\3=CC(F)=CC=4)=C(C)C(C([O-])=O)=C2C)N=1.CC[N:41](C(C)C)C(C)C. Product: [NH2:41][C@H:23]1[CH2:31][CH2:26][N:25]([CH2:3][CH2:1][OH:2])[C:24]1=[O:33]. The catalyst class is: 59. (3) The catalyst class is: 20. Reactant: [F:1][C:2]1[C:14]([NH:15][CH2:16][C:17]2[CH:22]=[C:21]([OH:23])[CH:20]=[C:19]([C:24]3[CH:29]=[CH:28][CH:27]=[C:26]([F:30])[CH:25]=3)[C:18]=2[F:31])=[C:13]([F:32])[CH:12]=[CH:11][C:3]=1[O:4][CH2:5][C:6]([O:8]CC)=[O:7].[OH-].[Na+].Cl. Product: [F:1][C:2]1[C:14]([NH:15][CH2:16][C:17]2[CH:22]=[C:21]([OH:23])[CH:20]=[C:19]([C:24]3[CH:29]=[CH:28][CH:27]=[C:26]([F:30])[CH:25]=3)[C:18]=2[F:31])=[C:13]([F:32])[CH:12]=[CH:11][C:3]=1[O:4][CH2:5][C:6]([OH:8])=[O:7]. (4) Reactant: [CH3:1][S:2][S:3][C:4]1[CH:9]=[CH:8][C:7]([NH2:10])=[CH:6][CH:5]=1.C(N(CC)CC)C.[C:18](Cl)(=[O:20])[CH3:19].C(OCC)(=O)C. Product: [CH3:1][S:2][S:3][C:4]1[CH:9]=[CH:8][C:7]([NH:10][C:18](=[O:20])[CH3:19])=[CH:6][CH:5]=1. The catalyst class is: 2. (5) Reactant: [Cl-].[In+3].[Cl-].[Cl-].[CH2:5]([Mg]Br)[CH:6]=[CH2:7].[Cl:10][C:11]1[CH:16]=[CH:15][N:14]=[C:13](/[CH:17]=[N:18]/[S@:19]([C:21]([CH3:24])([CH3:23])[CH3:22])=[O:20])[CH:12]=1. Product: [Cl:10][C:11]1[CH:16]=[CH:15][N:14]=[C:13]([C@@H:17]([NH:18][S@:19]([C:21]([CH3:24])([CH3:23])[CH3:22])=[O:20])[CH2:7][CH:6]=[CH2:5])[CH:12]=1. The catalyst class is: 214. (6) Reactant: [NH2:1][C:2]([NH:4][C:5]1[NH:6][C:7]([C:13]2[CH:18]=[CH:17][C:16]([CH:19]=[CH2:20])=[CH:15][CH:14]=2)=[CH:8][C:9]=1[C:10]([NH2:12])=[O:11])=[O:3]. Product: [NH2:1][C:2]([NH:4][C:5]1[NH:6][C:7]([C:13]2[CH:18]=[CH:17][C:16]([CH2:19][CH3:20])=[CH:15][CH:14]=2)=[CH:8][C:9]=1[C:10]([NH2:12])=[O:11])=[O:3]. The catalyst class is: 43.